Task: Predict the reaction yield, written as a fraction of the theoretical maximum amount of product (1.0 means a 100% yield; for example, 0.34 means a 34% yield).. Dataset: Reaction yield outcomes from USPTO patents with 853,638 reactions (1) The reactants are [C:1]([NH:4][C:5]1[CH:6]=[C:7]([CH:11]=[CH:12][CH:13]=1)C(O)=O)(=[O:3])[CH3:2].C1N=CN([C:19]([N:21]2C=N[CH:23]=[CH:22]2)=[O:20])C=1.[N+:26]([C:29]1[CH:35]=CC(N)=[CH:31][CH:30]=1)([O-:28])=[O:27].O. The catalyst is CN1CCCC1=O. The product is [C:1]([NH:4][C:5]1[CH:13]=[CH:12][CH:11]=[CH:7][C:6]=1[C:19]([NH:21][C:22]1[CH:23]=[CH:35][C:29]([N+:26]([O-:28])=[O:27])=[CH:30][CH:31]=1)=[O:20])(=[O:3])[CH3:2]. The yield is 0.550. (2) The reactants are [NH2:1][C:2]1[N:6]([C:7]2[CH:12]=[CH:11][CH:10]=[CH:9][C:8]=2O)[N:5]=[C:4]([C:14]([CH3:17])([CH3:16])[CH3:15])[CH:3]=1.C1(P(C2C=CC=CC=2)C2C=CC=CC=2)C=CC=CC=1.[CH2:37]([O:44][CH2:45][C@H:46]([OH:48])[CH3:47])[C:38]1[CH:43]=[CH:42][CH:41]=[CH:40][CH:39]=1.CC(OC(/N=N/C(OC(C)C)=O)=O)C. The catalyst is C1COCC1.O. The product is [CH2:37]([O:44][CH2:45][C@H:46]([CH3:47])[O:48][C:9]1[CH:8]=[C:7]([N:6]2[C:2]([NH2:1])=[CH:3][C:4]([C:14]([CH3:17])([CH3:16])[CH3:15])=[N:5]2)[CH:12]=[CH:11][CH:10]=1)[C:38]1[CH:43]=[CH:42][CH:41]=[CH:40][CH:39]=1. The yield is 0.480.